From a dataset of Reaction yield outcomes from USPTO patents with 853,638 reactions. Predict the reaction yield, written as a fraction of the theoretical maximum amount of product (1.0 means a 100% yield; for example, 0.34 means a 34% yield). The reactants are [NH2:1][C:2]1[CH:29]=[CH:28][C:5]([O:6][C:7]2[CH:12]=[CH:11][N:10]=[C:9]([NH:13][C:14]([N:16]3[CH2:21][CH2:20][N:19]([CH2:22][CH2:23][N:24]4[CH2:27][CH2:26][CH2:25]4)[CH2:18][CH2:17]3)=[O:15])[CH:8]=2)=[C:4]([F:30])[CH:3]=1.[C:31]1([CH2:37][C:38]([N:40]=[C:41]=[O:42])=[O:39])[CH:36]=[CH:35][CH:34]=[CH:33][CH:32]=1. The catalyst is CN(C)C=O.CCCCCC.C(OCC)C. The product is [F:30][C:4]1[CH:3]=[C:2]([NH:1][C:41]([NH:40][C:38](=[O:39])[CH2:37][C:31]2[CH:32]=[CH:33][CH:34]=[CH:35][CH:36]=2)=[O:42])[CH:29]=[CH:28][C:5]=1[O:6][C:7]1[CH:12]=[CH:11][N:10]=[C:9]([NH:13][C:14]([N:16]2[CH2:21][CH2:20][N:19]([CH2:22][CH2:23][N:24]3[CH2:27][CH2:26][CH2:25]3)[CH2:18][CH2:17]2)=[O:15])[CH:8]=1. The yield is 0.640.